From a dataset of Forward reaction prediction with 1.9M reactions from USPTO patents (1976-2016). Predict the product of the given reaction. (1) Given the reactants [NH2:1][C:2]1[N:3]([CH3:24])[C:4](=[O:23])[C:5]2([C:15]3[C:10](=[CH:11][CH:12]=[C:13](Br)[CH:14]=3)[O:9][CH:8]([C:17]3[CH:22]=[CH:21][CH:20]=[CH:19][CH:18]=3)[CH2:7]2)[N:6]=1.[N:25]1([C:30]([C:32]2[CH:33]=[C:34](B(O)O)[CH:35]=[CH:36][CH:37]=2)=[O:31])[CH2:29][CH2:28][CH2:27][CH2:26]1, predict the reaction product. The product is: [NH2:1][C:2]1[N:3]([CH3:24])[C:4](=[O:23])[C:5]2([C:15]3[C:10](=[CH:11][CH:12]=[C:13]([C:36]4[CH:35]=[CH:34][CH:33]=[C:32]([C:30]([N:25]5[CH2:26][CH2:27][CH2:28][CH2:29]5)=[O:31])[CH:37]=4)[CH:14]=3)[O:9][CH:8]([C:17]3[CH:22]=[CH:21][CH:20]=[CH:19][CH:18]=3)[CH2:7]2)[N:6]=1. (2) The product is: [CH:1]1([C:7]2[N:8]([CH2:19][CH3:20])[C:9]3[C:14]([CH:15]=2)=[CH:13][C:12]([NH2:16])=[CH:11][CH:10]=3)[CH2:2][CH2:3][CH2:4][CH2:5][CH2:6]1. Given the reactants [CH:1]1([C:7]2[N:8]([CH2:19][CH3:20])[C:9]3[C:14]([CH:15]=2)=[CH:13][C:12]([N+:16]([O-])=O)=[CH:11][CH:10]=3)[CH2:6][CH2:5][CH2:4][CH2:3][CH2:2]1, predict the reaction product. (3) Given the reactants [Cl:1][C:2]1[N:7]=[C:6]2[N:8]([C@@H:11]3[O:23][C@H:22]([CH2:24][O:25]C(=O)C)[C@@H:17]([O:18]C(=O)C)[C@H:12]3[O:13]C(=O)C)[CH:9]=[N:10][C:5]2=[C:4]([S:29][CH2:30][C:31]2[CH:36]=[CH:35][C:34]([N+:37]([O-:39])=[O:38])=[CH:33][CH:32]=2)[CH:3]=1.N, predict the reaction product. The product is: [Cl:1][C:2]1[N:7]=[C:6]2[N:8]([C@@H:11]3[O:23][C@H:22]([CH2:24][OH:25])[C@@H:17]([OH:18])[C@H:12]3[OH:13])[CH:9]=[N:10][C:5]2=[C:4]([S:29][CH2:30][C:31]2[CH:32]=[CH:33][C:34]([N+:37]([O-:39])=[O:38])=[CH:35][CH:36]=2)[CH:3]=1.